From a dataset of Forward reaction prediction with 1.9M reactions from USPTO patents (1976-2016). Predict the product of the given reaction. (1) Given the reactants C([O:5][C:6]([C:8]1[O:9][C:10]2[CH:17]=[CH:16][CH:15]=[C:14]([O:18][CH2:19][C:20]([O:22][CH3:23])=[O:21])[C:11]=2[C:12]=1[CH3:13])=[O:7])(C)(C)C.C(O)(C(F)(F)F)=O.C(Cl)Cl, predict the reaction product. The product is: [CH3:23][O:22][C:20]([CH2:19][O:18][C:14]1[C:11]2[C:12]([CH3:13])=[C:8]([C:6]([OH:7])=[O:5])[O:9][C:10]=2[CH:17]=[CH:16][CH:15]=1)=[O:21]. (2) The product is: [CH:19]1([NH:22][C:23](=[O:40])[C:24]2[CH:25]=[CH:26][C:27]([O:30][C:31]3[CH:36]=[CH:35][C:34]([CH2:37][N:16]4[CH2:17][CH2:18][CH:13]([N:8]5[C@H:7]([C:1]6[CH:2]=[CH:3][CH:4]=[CH:5][CH:6]=6)[CH2:11][O:10][C:9]5=[S:12])[CH2:14][CH2:15]4)=[C:33]([CH3:39])[N:32]=3)=[CH:28][CH:29]=2)[CH2:21][CH2:20]1. Given the reactants [C:1]1([C@@H:7]2[CH2:11][O:10][C:9](=[S:12])[N:8]2[CH:13]2[CH2:18][CH2:17][NH:16][CH2:15][CH2:14]2)[CH:6]=[CH:5][CH:4]=[CH:3][CH:2]=1.[CH:19]1([NH:22][C:23](=[O:40])[C:24]2[CH:29]=[CH:28][C:27]([O:30][C:31]3[CH:36]=[CH:35][C:34]([CH:37]=O)=[C:33]([CH3:39])[N:32]=3)=[CH:26][CH:25]=2)[CH2:21][CH2:20]1, predict the reaction product. (3) Given the reactants [NH:1]1[C:9]2[C:4](=[CH:5][CH:6]=[CH:7][CH:8]=2)[C:3]([C:10]([O:12][CH2:13][C:14]23[CH2:21]C[N:17]([CH2:18][CH2:19]2)[CH2:16][CH2:15]3)=[O:11])=[CH:2]1.N12CC(CO)(CC1)CC2, predict the reaction product. The product is: [NH:1]1[C:9]2[C:4](=[CH:5][CH:6]=[CH:7][CH:8]=2)[C:3]([C:10]([O:12][CH2:13][C:14]23[CH2:21][N:17]([CH2:18][CH2:19]2)[CH2:16][CH2:15]3)=[O:11])=[CH:2]1. (4) Given the reactants [F:1][C:2]([F:21])([F:20])[O:3][C:4]1[CH:9]=[CH:8][C:7]([C:10]2[CH:18]=[CH:17][CH:16]=[C:15]3[C:11]=2[CH2:12][C:13](=[O:19])[NH:14]3)=[CH:6][CH:5]=1.[CH2:22]([N:24]([CH2:39][CH3:40])[CH2:25][CH2:26][NH:27][C:28]([C:30]1[C:34]([CH3:35])=[C:33]([CH:36]=O)[NH:32][C:31]=1[CH3:38])=[O:29])[CH3:23], predict the reaction product. The product is: [CH2:39]([N:24]([CH2:22][CH3:23])[CH2:25][CH2:26][NH:27][C:28]([C:30]1[C:34]([CH3:35])=[C:33]([CH:36]=[C:12]2[C:11]3[C:15](=[CH:16][CH:17]=[CH:18][C:10]=3[C:7]3[CH:6]=[CH:5][C:4]([O:3][C:2]([F:1])([F:20])[F:21])=[CH:9][CH:8]=3)[NH:14][C:13]2=[O:19])[NH:32][C:31]=1[CH3:38])=[O:29])[CH3:40]. (5) Given the reactants C(OC(=O)[NH:7][C:8]1[CH:13]=[C:12]([N:14]([CH3:18])[CH2:15][CH2:16][CH3:17])[C:11]([C:19]([F:22])([F:21])[F:20])=[CH:10][C:9]=1[NH:23][C:24](=[O:40])[CH2:25][C:26](=O)[C:27]1[CH:32]=[CH:31][CH:30]=[C:29]([C:33]2[CH:34]=[N:35][CH:36]=[N:37][CH:38]=2)[CH:28]=1)(C)(C)C.C(O)(C(F)(F)F)=O, predict the reaction product. The product is: [CH3:18][N:14]([CH2:15][CH2:16][CH3:17])[C:12]1[C:11]([C:19]([F:22])([F:20])[F:21])=[CH:10][C:9]2[NH:23][C:24](=[O:40])[CH2:25][C:26]([C:27]3[CH:32]=[CH:31][CH:30]=[C:29]([C:33]4[CH:38]=[N:37][CH:36]=[N:35][CH:34]=4)[CH:28]=3)=[N:7][C:8]=2[CH:13]=1. (6) Given the reactants Br[C:2]1[CH:7]=[CH:6][CH:5]=[CH:4][C:3]=1[C:8]([OH:11])([CH3:10])[CH3:9].C([Li])CCC.C([O:20][B:21](OC(C)C)OC(C)C)(C)C.Cl, predict the reaction product. The product is: [CH3:9][C:8]1([CH3:10])[O:11][B:21]([OH:20])[C:2]2[CH:7]=[CH:6][CH:5]=[CH:4][C:3]1=2. (7) Given the reactants Cl[C:2]1[N:7]=[C:6]([CH:8]([F:10])[CH3:9])[CH:5]=[CH:4][N:3]=1.C(O)(=O)C.[NH2:15][C:16]1[CH:17]=[C:18]([C:23]2[CH:24]=[N:25][N:26]([CH2:28][C@H:29]([OH:34])[C:30]([O:32][CH3:33])=[O:31])[CH:27]=2)[CH:19]=[C:20]([CH3:22])[CH:21]=1, predict the reaction product. The product is: [F:10][CH:8]([C:6]1[CH:5]=[CH:4][N:3]=[C:2]([NH:15][C:16]2[CH:17]=[C:18]([C:23]3[CH:24]=[N:25][N:26]([CH2:28][C@H:29]([OH:34])[C:30]([O:32][CH3:33])=[O:31])[CH:27]=3)[CH:19]=[C:20]([CH3:22])[CH:21]=2)[N:7]=1)[CH3:9]. (8) Given the reactants [CH2:1]([C:8]1[C:29](=[O:30])[N:11]2[CH:12]=[C:13]([C:23]3[CH:28]=[CH:27][CH:26]=[CH:25][CH:24]=3)[NH:14][C:15]([CH2:16][C:17]3[CH:22]=[CH:21][CH:20]=[CH:19][CH:18]=3)=[C:10]2[N:9]=1)[C:2]1[CH:7]=[CH:6][CH:5]=[CH:4][CH:3]=1.[CH:31](N(C(C)C)CC)(C)C.CI, predict the reaction product. The product is: [CH2:1]([C:8]1[N:9]=[C:10]2[C:15]([CH2:16][C:17]3[CH:22]=[CH:21][CH:20]=[CH:19][CH:18]=3)=[N:14][C:13]([C:23]3[CH:28]=[CH:27][CH:26]=[CH:25][CH:24]=3)=[CH:12][N:11]2[C:29]=1[O:30][CH3:31])[C:2]1[CH:7]=[CH:6][CH:5]=[CH:4][CH:3]=1. (9) The product is: [O:1]=[C:2]1[N:7]([C:8]2[CH:13]=[CH:12][C:11]([O:14][CH2:15][C:16]([F:17])([F:19])[F:18])=[CH:10][CH:9]=2)[C:6]([S:20][CH2:21][CH2:22][CH2:23][C:24]([OH:26])=[O:25])=[N:5][C:4]2[CH:31]=[CH:32][NH:33][C:3]1=2. Given the reactants [O:1]=[C:2]1[N:7]([C:8]2[CH:13]=[CH:12][C:11]([O:14][CH2:15][C:16]([F:19])([F:18])[F:17])=[CH:10][CH:9]=2)[C:6]([S:20][CH2:21][CH2:22][CH2:23][C:24]([O:26]C(C)(C)C)=[O:25])=[N:5][C:4]2[CH:31]=[CH:32][NH:33][C:3]1=2.Cl, predict the reaction product. (10) Given the reactants Br[C:2]1[CH:3]=[CH:4][C:5]([F:14])=[C:6]([C:8]2[CH:13]=[N:12][CH:11]=[CH:10][N:9]=2)[CH:7]=1.[B:15]1([B:15]2[O:20][CH2:19][C:18]([CH3:22])([CH3:21])[CH2:17][O:16]2)[O:20][CH2:19][C:18]([CH3:22])([CH3:21])[CH2:17][O:16]1.O1CCOCC1.C([O-])(=O)C.[K+], predict the reaction product. The product is: [CH3:21][C:18]1([CH3:22])[CH2:19][O:20][B:15]([C:2]2[CH:3]=[CH:4][C:5]([F:14])=[C:6]([C:8]3[CH:13]=[N:12][CH:11]=[CH:10][N:9]=3)[CH:7]=2)[O:16][CH2:17]1.